From a dataset of Full USPTO retrosynthesis dataset with 1.9M reactions from patents (1976-2016). Predict the reactants needed to synthesize the given product. (1) Given the product [Cl:9][CH2:1][C:2]1[C:7]([Cl:8])=[N:6][CH:5]=[CH:4][N:3]=1, predict the reactants needed to synthesize it. The reactants are: [CH3:1][C:2]1[C:7]([Cl:8])=[N:6][CH:5]=[CH:4][N:3]=1.[Cl:9]N1C(=O)N(Cl)C(=O)N(Cl)C1=O. (2) Given the product [OH-:19].[NH4+:4].[CH2:1]([N:4]1[C@H:9]([CH3:10])[CH2:8][N:7]([C@@H:11]([C:30]2[CH:35]=[CH:34][CH:33]=[C:32]([OH:36])[CH:31]=2)[C:12]2[CH:13]=[C:14]([CH:15]=[CH:16][CH:17]=2)[C:18]([N:20]2[CH2:29][CH2:28][C:23](=[O:24])[CH2:22][CH2:21]2)=[O:19])[C@@H:6]([CH3:37])[CH2:5]1)[CH:2]=[CH2:3], predict the reactants needed to synthesize it. The reactants are: [CH2:1]([N:4]1[C@H:9]([CH3:10])[CH2:8][N:7]([C@@H:11]([C:30]2[CH:35]=[CH:34][CH:33]=[C:32]([OH:36])[CH:31]=2)[C:12]2[CH:13]=[C:14]([C:18]([N:20]3[CH2:29][CH2:28][C:23]4(OCC[O:24]4)[CH2:22][CH2:21]3)=[O:19])[CH:15]=[CH:16][CH:17]=2)[C@@H:6]([CH3:37])[CH2:5]1)[CH:2]=[CH2:3].C(O)C.S(=O)(=O)(O)O. (3) Given the product [CH3:16][C:15](=[CH2:14])[CH2:17][O:1][CH2:2][P:3](=[O:10])([O:7][CH2:8][CH3:9])[O:4][CH2:5][CH3:6], predict the reactants needed to synthesize it. The reactants are: [OH:1][CH2:2][P:3](=[O:10])([O:7][CH2:8][CH3:9])[O:4][CH2:5][CH3:6].[H-].[Na+].Cl[CH:14]=[C:15]([CH3:17])[CH3:16].O. (4) Given the product [CH2:1]([O:3][C:4]([C:6]1[N:7]=[C:8]([C:12]2[CH:17]=[CH:16][CH:15]=[CH:14][CH:13]=2)[S:9][C:10]=1[NH:11][C:23]([O:22][C:18]([CH3:21])([CH3:20])[CH3:19])=[O:24])=[O:5])[CH3:2], predict the reactants needed to synthesize it. The reactants are: [CH2:1]([O:3][C:4]([C:6]1[N:7]=[C:8]([C:12]2[CH:17]=[CH:16][CH:15]=[CH:14][CH:13]=2)[S:9][C:10]=1[NH2:11])=[O:5])[CH3:2].[C:18]([O:22][C:23](O[C:23]([O:22][C:18]([CH3:21])([CH3:20])[CH3:19])=[O:24])=[O:24])([CH3:21])([CH3:20])[CH3:19]. (5) Given the product [CH3:27][C:28]1[CH:33]=[CH:32][C:31]([CH3:34])=[CH:30][C:29]=1[N:35]1[CH2:36][CH2:37][N:38]([C:17]([CH:15]2[CH2:16][N:12]([S:9]([C:5]3[CH:6]=[CH:7][CH:8]=[C:3]([O:2][CH3:1])[CH:4]=3)(=[O:11])=[O:10])[C:13](=[O:26])[N:14]2[C:20]2[CH:21]=[CH:22][CH:23]=[CH:24][CH:25]=2)=[O:19])[CH2:39][CH2:40]1, predict the reactants needed to synthesize it. The reactants are: [CH3:1][O:2][C:3]1[CH:4]=[C:5]([S:9]([N:12]2[CH2:16][CH:15]([C:17]([OH:19])=O)[N:14]([C:20]3[CH:25]=[CH:24][CH:23]=[CH:22][CH:21]=3)[C:13]2=[O:26])(=[O:11])=[O:10])[CH:6]=[CH:7][CH:8]=1.[CH3:27][C:28]1[CH:33]=[CH:32][C:31]([CH3:34])=[CH:30][C:29]=1[N:35]1[CH2:40][CH2:39][NH:38][CH2:37][CH2:36]1.N1(O[P+](N(C)C)(N(C)C)N(C)C)C2C=CC=CC=2N=N1.F[P-](F)(F)(F)(F)F.C(N(C(C)C)C(C)C)C. (6) The reactants are: [Cl:1][C:2]1[CH:8]=[C:7]([O:9][C:10]2[C:19]3[C:14](=[CH:15][C:16]([O:22][CH3:23])=[C:17]([O:20][CH3:21])[CH:18]=3)[N:13]=[CH:12][N:11]=2)[CH:6]=[CH:5][C:3]=1[NH2:4].[F:24][C:25]1[CH:30]=[C:29]([F:31])[CH:28]=[CH:27][C:26]=1[N:32]=[C:33]=[O:34].CCOCC. Given the product [Cl:1][C:2]1[CH:8]=[C:7]([O:9][C:10]2[C:19]3[C:14](=[CH:15][C:16]([O:22][CH3:23])=[C:17]([O:20][CH3:21])[CH:18]=3)[N:13]=[CH:12][N:11]=2)[CH:6]=[CH:5][C:3]=1[NH:4][C:33]([NH:32][C:26]1[CH:27]=[CH:28][C:29]([F:31])=[CH:30][C:25]=1[F:24])=[O:34], predict the reactants needed to synthesize it.